Dataset: Catalyst prediction with 721,799 reactions and 888 catalyst types from USPTO. Task: Predict which catalyst facilitates the given reaction. Reactant: C[O:2][C:3](=[O:17])[C:4]1[CH:9]=[CH:8][C:7]([CH2:10][N:11]2[CH2:16][CH2:15][O:14][CH2:13][CH2:12]2)=[CH:6][CH:5]=1.[OH-].[Na+].[Na+].[Cl-:21].Cl. Product: [Cl-:21].[C:3]([C:4]1[CH:5]=[CH:6][C:7]([CH2:10][NH+:11]2[CH2:16][CH2:15][O:14][CH2:13][CH2:12]2)=[CH:8][CH:9]=1)([OH:17])=[O:2]. The catalyst class is: 6.